Dataset: Forward reaction prediction with 1.9M reactions from USPTO patents (1976-2016). Task: Predict the product of the given reaction. (1) Given the reactants [NH:1]1[CH:8]=[CH:7][C:5]([NH2:6])=[N:4][C:2]1=[O:3].N1C=CC=C[CH:10]=1.ClCCl.[C:18]([C:22]1[CH:30]=[CH:29][CH:28]=[CH:27][C:23]=1C(Cl)=O)([CH3:21])([CH3:20])[CH3:19].[OH2:31], predict the reaction product. The product is: [CH3:21][C:18]([C:22]1[CH:23]=[CH:27][C:28]([C:10]([NH:6][C:5]2[CH:7]=[CH:8][NH:1][C:2](=[O:3])[N:4]=2)=[O:31])=[CH:29][CH:30]=1)([CH3:19])[CH3:20]. (2) Given the reactants C(O)(C(F)(F)F)=O.[CH3:8][Si:9]([CH3:26])([CH:24]=[CH2:25])[C:10]1[CH:15]=[CH:14][C:13]([NH:16]C(=O)OC(C)(C)C)=[CH:12][CH:11]=1, predict the reaction product. The product is: [CH3:8][Si:9]([CH3:26])([CH:24]=[CH2:25])[C:10]1[CH:15]=[CH:14][C:13]([NH2:16])=[CH:12][CH:11]=1. (3) Given the reactants Cl[C:2]1[C:11]2[C:6](=[CH:7][C:8]([O:14][CH3:15])=[C:9]([O:12][CH3:13])[CH:10]=2)[N:5]=[CH:4][C:3]=1[C:16]#[N:17].[Cl:18][C:19]1[C:24]([NH2:25])=[C:23]2[O:26][CH2:27][O:28][C:22]2=[C:21]([I:29])[CH:20]=1, predict the reaction product. The product is: [Cl:18][C:19]1[C:24]([NH:25][C:2]2[C:11]3[C:6](=[CH:7][C:8]([O:14][CH3:15])=[C:9]([O:12][CH3:13])[CH:10]=3)[N:5]=[CH:4][C:3]=2[C:16]#[N:17])=[C:23]2[O:26][CH2:27][O:28][C:22]2=[C:21]([I:29])[CH:20]=1. (4) Given the reactants C[Si](C)(C)[O-].[K+].C([O:9][C:10](=[O:45])[CH2:11][N:12]([CH3:44])[C:13]1[CH:18]=[CH:17][C:16]([CH2:19][N:20]2[CH:25]=[CH:24][CH:23]=[C:22]([C:26]3[CH:31]=[CH:30][C:29]([NH:32][C:33]([NH:35][C:36]4[CH:41]=[CH:40][CH:39]=[CH:38][C:37]=4[CH3:42])=[O:34])=[CH:28][CH:27]=3)[C:21]2=[O:43])=[CH:15][CH:14]=1)C.Cl, predict the reaction product. The product is: [CH3:44][N:12]([CH2:11][C:10]([OH:45])=[O:9])[C:13]1[CH:18]=[CH:17][C:16]([CH2:19][N:20]2[CH:25]=[CH:24][CH:23]=[C:22]([C:26]3[CH:31]=[CH:30][C:29]([NH:32][C:33]([NH:35][C:36]4[CH:41]=[CH:40][CH:39]=[CH:38][C:37]=4[CH3:42])=[O:34])=[CH:28][CH:27]=3)[C:21]2=[O:43])=[CH:15][CH:14]=1. (5) Given the reactants [NH2:1][CH:2]1[CH2:7][CH2:6][CH:5]([C:8]([O:10][CH2:11][CH3:12])=[O:9])[CH2:4][CH2:3]1.CCN(CC)CC.[C:20]1(=O)[O:25][C:23](=[O:24])[C:22]2=[CH:26][CH:27]=[CH:28][CH:29]=[C:21]12, predict the reaction product. The product is: [O:24]=[C:23]1[C:22]2[C:21](=[CH:29][CH:28]=[CH:27][CH:26]=2)[C:20](=[O:25])[N:1]1[CH:2]1[CH2:3][CH2:4][CH:5]([C:8]([O:10][CH2:11][CH3:12])=[O:9])[CH2:6][CH2:7]1. (6) Given the reactants [Si]([O:8][CH2:9][C:10]1[CH:15]=[C:14](Cl)[CH:13]=[CH:12][N:11]=1)(C(C)(C)C)(C)C.[I-:17].[Na+].[C:19](Cl)(=[O:21])[CH3:20].C([O-])([O-])=O.[K+].[K+], predict the reaction product. The product is: [I:17][C:14]1[CH:13]=[CH:12][N:11]=[C:10]([CH3:9])[CH:15]=1.[I:17][C:14]1[CH:13]=[CH:12][N:11]=[C:10]([CH2:9][O:8][C:19](=[O:21])[CH3:20])[CH:15]=1.